This data is from Full USPTO retrosynthesis dataset with 1.9M reactions from patents (1976-2016). The task is: Predict the reactants needed to synthesize the given product. (1) The reactants are: [CH3:1][C:2]1[CH:10]=[CH:9][CH:8]=[CH:7][C:3]=1[C:4]([OH:6])=O.[Cl:11][C:12]1[CH:17]=[CH:16][C:15]([CH:18]([N:21]2[CH2:26][CH2:25][O:24][CH2:23][CH2:22]2)[CH2:19][NH2:20])=[CH:14][CH:13]=1. Given the product [Cl:11][C:12]1[CH:17]=[CH:16][C:15]([CH:18]([N:21]2[CH2:22][CH2:23][O:24][CH2:25][CH2:26]2)[CH2:19][NH:20][C:4](=[O:6])[C:3]2[CH:7]=[CH:8][CH:9]=[CH:10][C:2]=2[CH3:1])=[CH:14][CH:13]=1, predict the reactants needed to synthesize it. (2) The reactants are: [CH3:1][O:2][C:3]1[CH:8]=[C:7]([CH3:9])[C:6]([S:10]([N:13]([CH3:28])[CH2:14][C:15]2[O:16][C:17]([C:20]([N:22]3[CH2:27][CH2:26][NH:25][CH2:24][CH2:23]3)=[O:21])=[N:18][N:19]=2)(=[O:12])=[O:11])=[C:5]([CH3:29])[CH:4]=1.[CH:30]([CH:32]1[CH2:37][CH2:36][N:35]([C:38]([O:40][C:41]([CH3:44])([CH3:43])[CH3:42])=[O:39])[CH2:34][CH2:33]1)=O.C(Cl)Cl.C(OC(=O)C)(=O)C. Given the product [CH3:1][O:2][C:3]1[CH:8]=[C:7]([CH3:9])[C:6]([S:10]([N:13]([CH2:14][C:15]2[O:16][C:17]([C:20]([N:22]3[CH2:23][CH2:24][N:25]([CH2:30][CH:32]4[CH2:37][CH2:36][N:35]([C:38]([O:40][C:41]([CH3:42])([CH3:44])[CH3:43])=[O:39])[CH2:34][CH2:33]4)[CH2:26][CH2:27]3)=[O:21])=[N:18][N:19]=2)[CH3:28])(=[O:11])=[O:12])=[C:5]([CH3:29])[CH:4]=1, predict the reactants needed to synthesize it. (3) Given the product [CH:1]1([NH:8][C:9]2[O:10][CH2:11][C:12]3[CH:18]=[C:17]([NH:19][CH2:20][C:22]4[NH:23][CH:24]=[CH:25][N:26]=4)[CH:16]=[CH:15][C:13]=3[N:14]=2)[CH2:2][CH2:3][CH2:4][CH2:5][CH2:6][CH2:7]1, predict the reactants needed to synthesize it. The reactants are: [CH:1]1([NH:8][C:9]2[O:10][CH2:11][C:12]3[CH:18]=[C:17]([NH2:19])[CH:16]=[CH:15][C:13]=3[N:14]=2)[CH2:7][CH2:6][CH2:5][CH2:4][CH2:3][CH2:2]1.[CH:20]([C:22]1[NH:23][CH:24]=[CH:25][N:26]=1)=O. (4) Given the product [Cl:1][C:2]1[CH:3]=[C:4]([CH2:25][C:26]([O:28][CH2:29][CH3:30])=[O:27])[CH:5]=[CH:6][C:7]=1[N:8]1[C:9](=[O:24])[C:10]2[C:11]([O:23][CH2:43][C:44]([F:47])([F:46])[F:45])=[C:12]3[CH:22]=[CH:21][CH:20]=[CH:19][C:13]3=[C:14]([O:18][CH2:43][C:44]([F:45])([F:46])[F:47])[C:15]=2[C:16]1=[O:17], predict the reactants needed to synthesize it. The reactants are: [Cl:1][C:2]1[CH:3]=[C:4]([CH2:25][C:26]([O:28][CH2:29][CH3:30])=[O:27])[CH:5]=[CH:6][C:7]=1[N:8]1[C:16](=[O:17])[C:15]2[C:14]([OH:18])=[C:13]3[CH:19]=[CH:20][CH:21]=[CH:22][C:12]3=[C:11]([OH:23])[C:10]=2[C:9]1=[O:24].C(=O)([O-])[O-].[Na+].[Na+].FC(F)(F)S(O[CH2:43][C:44]([F:47])([F:46])[F:45])(=O)=O.O. (5) Given the product [NH2:1][C@H:4]1[CH2:9][N:8]([C:10]([O:12][C:13]([CH3:15])([CH3:16])[CH3:14])=[O:11])[C@@H:7]([CH2:17][C:18]2([OH:24])[CH2:19][CH2:20][O:21][CH2:22][CH2:23]2)[CH2:6][CH2:5]1, predict the reactants needed to synthesize it. The reactants are: [N:1]([C@H:4]1[CH2:9][N:8]([C:10]([O:12][C:13]([CH3:16])([CH3:15])[CH3:14])=[O:11])[C@@H:7]([CH2:17][C:18]2([OH:24])[CH2:23][CH2:22][O:21][CH2:20][CH2:19]2)[CH2:6][CH2:5]1)=[N+]=[N-].